Predict which catalyst facilitates the given reaction. From a dataset of Catalyst prediction with 721,799 reactions and 888 catalyst types from USPTO. Reactant: [CH:1]1([C:7]([C:9]2[O:10][C:11]3[CH:18]=[CH:17][C:16]([O:19][CH:20]4[CH2:25][CH2:24][O:23][CH2:22][CH2:21]4)=[CH:15][C:12]=3[C:13]=2[CH3:14])=[O:8])[CH2:6][CH2:5][CH2:4][CH2:3][CH2:2]1.[BH4-].[Na+]. Product: [CH:1]1([CH:7]([C:9]2[O:10][C:11]3[CH:18]=[CH:17][C:16]([O:19][CH:20]4[CH2:21][CH2:22][O:23][CH2:24][CH2:25]4)=[CH:15][C:12]=3[C:13]=2[CH3:14])[OH:8])[CH2:2][CH2:3][CH2:4][CH2:5][CH2:6]1. The catalyst class is: 83.